This data is from NCI-60 drug combinations with 297,098 pairs across 59 cell lines. The task is: Regression. Given two drug SMILES strings and cell line genomic features, predict the synergy score measuring deviation from expected non-interaction effect. (1) Drug 1: CC1C(C(CC(O1)OC2CC(CC3=C2C(=C4C(=C3O)C(=O)C5=C(C4=O)C(=CC=C5)OC)O)(C(=O)C)O)N)O.Cl. Drug 2: CC1=C(C=C(C=C1)C(=O)NC2=CC(=CC(=C2)C(F)(F)F)N3C=C(N=C3)C)NC4=NC=CC(=N4)C5=CN=CC=C5. Cell line: PC-3. Synergy scores: CSS=15.9, Synergy_ZIP=-5.47, Synergy_Bliss=-3.74, Synergy_Loewe=-8.37, Synergy_HSA=-3.33. (2) Drug 1: CC12CCC3C(C1CCC2=O)CC(=C)C4=CC(=O)C=CC34C. Drug 2: C(CN)CNCCSP(=O)(O)O. Cell line: MCF7. Synergy scores: CSS=-2.08, Synergy_ZIP=-7.48, Synergy_Bliss=-17.2, Synergy_Loewe=-32.5, Synergy_HSA=-20.3.